Task: Predict the product of the given reaction.. Dataset: Forward reaction prediction with 1.9M reactions from USPTO patents (1976-2016) (1) Given the reactants C([O:4][CH2:5][CH:6]1[CH2:10][CH2:9][N:8]([C:11]2[C:16](/[CH:17]=[C:18](\[CH3:39])/[C:19]([NH:21][C:22]3[CH:27]=[CH:26][C:25]([S@:28]([CH2:30][C:31]4[N:35]([CH2:36][CH2:37][CH3:38])[CH:34]=[N:33][CH:32]=4)=[O:29])=[CH:24][CH:23]=3)=[O:20])=[CH:15][C:14]([C:40]3[CH:45]=[CH:44][C:43]([O:46][CH2:47][CH2:48][O:49][CH2:50][CH2:51][CH2:52][CH3:53])=[CH:42][CH:41]=3)=[CH:13][N:12]=2)[CH2:7]1)(=O)C.[OH-].[Na+].O.Cl, predict the reaction product. The product is: [CH2:50]([O:49][CH2:48][CH2:47][O:46][C:43]1[CH:42]=[CH:41][C:40]([C:14]2[CH:15]=[C:16](/[CH:17]=[C:18](\[CH3:39])/[C:19]([NH:21][C:22]3[CH:23]=[CH:24][C:25]([S@:28]([CH2:30][C:31]4[N:35]([CH2:36][CH2:37][CH3:38])[CH:34]=[N:33][CH:32]=4)=[O:29])=[CH:26][CH:27]=3)=[O:20])[C:11]([N:8]3[CH2:9][CH2:10][CH:6]([CH2:5][OH:4])[CH2:7]3)=[N:12][CH:13]=2)=[CH:45][CH:44]=1)[CH2:51][CH2:52][CH3:53]. (2) Given the reactants [CH2:1]([N:3]1[C:7]2=[N:8][C:9]([CH2:48][CH3:49])=[C:10]([CH2:19][NH:20][C:21]([C:23]3[CH:28]=[CH:27][CH:26]=[C:25]([C:29]([NH:31][CH2:32][C:33]4[CH:34]=[C:35]([C:40]5[CH:45]=[CH:44][CH:43]=[C:42]([CH:46]=O)[CH:41]=5)[C:36]([F:39])=[CH:37][CH:38]=4)=[O:30])[N:24]=3)=[O:22])[C:11]([NH:12][CH:13]3[CH2:18][CH2:17][O:16][CH2:15][CH2:14]3)=[C:6]2[CH:5]=[N:4]1)[CH3:2].[C@H:50]12[CH2:56][C@H:53]([NH:54][CH2:55]1)[CH2:52][N:51]2C(OC(C)(C)C)=O.C(O)(=O)C, predict the reaction product. The product is: [C@H:50]12[CH2:56][C@H:53]([NH:54][CH2:55]1)[CH2:52][N:51]2[CH2:46][C:42]1[CH:41]=[C:40]([C:35]2[C:36]([F:39])=[CH:37][CH:38]=[C:33]([CH2:32][NH:31][C:29]([C:25]3[CH:26]=[CH:27][CH:28]=[C:23]([C:21]([NH:20][CH2:19][C:10]4[C:11]([NH:12][CH:13]5[CH2:18][CH2:17][O:16][CH2:15][CH2:14]5)=[C:6]5[CH:5]=[N:4][N:3]([CH2:1][CH3:2])[C:7]5=[N:8][C:9]=4[CH2:48][CH3:49])=[O:22])[N:24]=3)=[O:30])[CH:34]=2)[CH:45]=[CH:44][CH:43]=1. (3) Given the reactants [CH:1]([O:3][C:4]([N:6]1[CH2:30][C@:29]2([C:31](=[O:38])[CH2:32]OS(C)(=O)=O)[C@@H:8]([CH2:9][C@H:10]3[C@H:23]4[C@@:14]([F:27])([C@:15]5([CH3:26])[C:20]([C@@H:21]([F:24])[CH2:22]4)=[CH:19][C:18](=[O:25])[CH:17]=[CH:16]5)[C@@H:13]([OH:28])[CH2:12][C@@:11]32[CH3:39])[CH2:7]1)=[O:5])=[CH2:2].[I-].[Na+], predict the reaction product. The product is: [CH:1]([O:3][C:4]([N:6]1[CH2:30][C@:29]2([C:31](=[O:38])[CH3:32])[C@@H:8]([CH2:9][C@H:10]3[C@H:23]4[C@@:14]([F:27])([C@:15]5([CH3:26])[C:20]([C@@H:21]([F:24])[CH2:22]4)=[CH:19][C:18](=[O:25])[CH:17]=[CH:16]5)[C@@H:13]([OH:28])[CH2:12][C@@:11]32[CH3:39])[CH2:7]1)=[O:5])=[CH2:2]. (4) Given the reactants CCN(C(C)C)C(C)C.[CH2:10]([Li])[CH2:11][CH2:12][CH3:13].[Si]([N:22]1[CH2:26][CH2:25][CH2:24][C:23]1=[O:27])(C(C)(C)C)(C)C.BrCCC=C, predict the reaction product. The product is: [CH2:10]([CH:24]1[CH2:25][CH2:26][NH:22][C:23]1=[O:27])[CH2:11][CH:12]=[CH2:13]. (5) Given the reactants [C:1]([C:5]1[CH:6]=[CH:7][C:8]2[O:12][C:11]([C:13]3[CH:14]=[C:15]([CH2:22][OH:23])[CH:16]=[C:17]([N+:19]([O-:21])=[O:20])[CH:18]=3)=[N:10][C:9]=2[CH:24]=1)([CH3:4])([CH3:3])[CH3:2].[Cl:25][C:26]1[CH:31]=[CH:30][CH:29]=[CH:28][C:27]=1O, predict the reaction product. The product is: [C:1]([C:5]1[CH:6]=[CH:7][C:8]2[O:12][C:11]([C:13]3[CH:18]=[C:17]([N+:19]([O-:21])=[O:20])[CH:16]=[C:15]([CH2:22][O:23][C:27]4[CH:28]=[CH:29][CH:30]=[CH:31][C:26]=4[Cl:25])[CH:14]=3)=[N:10][C:9]=2[CH:24]=1)([CH3:4])([CH3:2])[CH3:3]. (6) Given the reactants [ClH:1].C(OCC)C.[CH3:7][O:8][N:9]([CH3:24])[C:10]1[CH:15]=[C:14]([NH:16][CH2:17][CH2:18][CH3:19])[N:13]=[C:12]([NH:20][CH2:21][C:22]#[CH:23])[N:11]=1, predict the reaction product. The product is: [ClH:1].[CH3:7][O:8][N:9]([CH3:24])[C:10]1[CH:15]=[C:14]([NH:16][CH2:17][CH2:18][CH3:19])[N:13]=[C:12]([NH:20][CH2:21][C:22]#[CH:23])[N:11]=1. (7) Given the reactants [CH3:1][O:2][C:3]([CH:5]1[CH2:10][CH2:9][CH:8]([CH2:11][CH3:12])[CH2:7][CH2:6]1)=[O:4].C(NC(C)C)(C)C.[Li].[CH3:21][O:22][C:23](Cl)=[O:24], predict the reaction product. The product is: [CH3:1][O:2][C:3]([C:5]1([C:23]([O:22][CH3:21])=[O:24])[CH2:10][CH2:9][CH:8]([CH2:11][CH3:12])[CH2:7][CH2:6]1)=[O:4]. (8) Given the reactants [NH2:1][CH2:2][CH2:3][CH2:4][N:5]([C:21]1[CH:26]=[C:25]([CH3:27])[N:24]=[C:23]([N:28]2[CH:32]=[CH:31][N:30]=[CH:29]2)[N:22]=1)[CH2:6][C:7]([NH:9][CH2:10][CH2:11][C:12]1[CH:20]=[CH:19][C:15]2[O:16][CH2:17][O:18][C:14]=2[CH:13]=1)=[O:8].[CH:33](=O)[C:34]1[CH:39]=[CH:38][CH:37]=[CH:36][CH:35]=1.N1C=CC=CC=1.B, predict the reaction product. The product is: [C:34]1([CH2:33][NH:1][CH2:2][CH2:3][CH2:4][N:5]([C:21]2[CH:26]=[C:25]([CH3:27])[N:24]=[C:23]([N:28]3[CH:32]=[CH:31][N:30]=[CH:29]3)[N:22]=2)[CH2:6][C:7]([NH:9][CH2:10][CH2:11][C:12]2[CH:20]=[CH:19][C:15]3[O:16][CH2:17][O:18][C:14]=3[CH:13]=2)=[O:8])[CH:39]=[CH:38][CH:37]=[CH:36][CH:35]=1.